Dataset: Catalyst prediction with 721,799 reactions and 888 catalyst types from USPTO. Task: Predict which catalyst facilitates the given reaction. (1) Reactant: [CH3:1][C:2]1[CH:10]=[C:9]([N+:11]([O-])=O)[CH:8]=[CH:7][C:3]=1[C:4]([NH2:6])=[O:5]. Product: [NH2:11][C:9]1[CH:8]=[CH:7][C:3]([C:4]([NH2:6])=[O:5])=[C:2]([CH3:1])[CH:10]=1. The catalyst class is: 50. (2) Reactant: [NH2:1][CH2:2][C@@H:3]([N:5]1[CH:9]=[CH:8][C:7]([C:10]2[CH:17]=[C:16]([F:18])[C:13]([C:14]#[N:15])=[C:12]([F:19])[CH:11]=2)=[N:6]1)[CH3:4].[N:20]1[CH:25]=[CH:24][CH:23]=[C:22]([C:26]2[CH:30]=[C:29]([C:31](O)=[O:32])[NH:28][N:27]=2)[CH:21]=1.C1C=CC2N(O)N=NC=2C=1.CCN(C(C)C)C(C)C.CCN=C=NCCCN(C)C. Product: [C:14]([C:13]1[C:16]([F:18])=[CH:17][C:10]([C:7]2[CH:8]=[CH:9][N:5]([C@@H:3]([CH3:4])[CH2:2][NH:1][C:31]([C:29]3[NH:28][N:27]=[C:26]([C:22]4[CH:21]=[N:20][CH:25]=[CH:24][CH:23]=4)[CH:30]=3)=[O:32])[N:6]=2)=[CH:11][C:12]=1[F:19])#[N:15]. The catalyst class is: 2. (3) Reactant: [C:1]([C:4]1[CH:5]=[C:6]2[C:10](=[CH:11][CH:12]=1)[CH2:9][CH2:8][CH2:7]2)(=[O:3])[CH3:2].[Cl-].[Al+3].[Cl-].[Cl-].Cl.[Br:18]Br. Product: [Br:18][C:11]1[CH:12]=[C:4]([C:1](=[O:3])[CH3:2])[CH:5]=[C:6]2[C:10]=1[CH2:9][CH2:8][CH2:7]2. The catalyst class is: 2. (4) The catalyst class is: 5. Product: [CH3:25][N:2]([CH3:1])[C@H:6]1[CH2:15][CH2:14][C:13]2[C:12]([NH:16][C:17](=[O:22])[C:18]([OH:21])([CH3:20])[CH3:19])=[CH:11][CH:10]=[CH:9][C:8]=2[CH2:7]1. Reactant: [C:1]([BH3-])#[N:2].[Na+].N[C@H:6]1[CH2:15][CH2:14][C:13]2[C:12]([NH:16][C:17](=[O:22])[C:18]([OH:21])([CH3:20])[CH3:19])=[CH:11][CH:10]=[CH:9][C:8]=2[CH2:7]1.C=O.[CH3:25]C(O)=O. (5) Reactant: [NH2:1][C:2]1[CH:7]=[C:6]([C:8]2[CH:13]=[CH:12][N:11]=[CH:10][CH:9]=2)[CH:5]=[CH:4][N:3]=1.Br[CH:15]([C:18]1[CH:23]=[CH:22][CH:21]=[CH:20][CH:19]=1)[CH:16]=O.C([O-])(O)=O.[Na+].O. Product: [C:18]1([C:15]2[N:3]3[CH:4]=[CH:5][C:6]([C:8]4[CH:13]=[CH:12][N:11]=[CH:10][CH:9]=4)=[CH:7][C:2]3=[N:1][CH:16]=2)[CH:23]=[CH:22][CH:21]=[CH:20][CH:19]=1. The catalyst class is: 12. (6) Reactant: [F:1][C:2]1[CH:9]=[CH:8][C:5]([CH:6]=O)=[CH:4][CH:3]=1.[C:10]1([CH3:21])[CH:15]=[CH:14][C:13]([S:16]([NH:19][NH2:20])(=[O:18])=[O:17])=[CH:12][CH:11]=1. Product: [S:16]([NH:19][N:20]=[CH:5][C:4]1[CH:3]=[CH:2][CH:9]=[CH:8][C:6]=1[C:5]1[CH:8]=[CH:9][C:2]([F:1])=[CH:3][CH:4]=1)([C:13]1[CH:12]=[CH:11][C:10]([CH3:21])=[CH:15][CH:14]=1)(=[O:17])=[O:18]. The catalyst class is: 5.